From a dataset of Reaction yield outcomes from USPTO patents with 853,638 reactions. Predict the reaction yield, written as a fraction of the theoretical maximum amount of product (1.0 means a 100% yield; for example, 0.34 means a 34% yield). (1) The product is [C:1]12([CH2:11][CH2:12][N:13]([CH2:26][CH2:27][N:28]([CH2:41][CH2:40][O:39][CH3:38])[CH3:29])[C:14]([NH:16][CH2:17][CH2:18][CH2:19][C:20]3[CH:25]=[CH:24][N:23]=[CH:22][CH:21]=3)=[O:15])[CH2:8][CH:7]3[CH2:6][CH:5]([CH2:4][CH:3]([CH2:9]3)[CH2:2]1)[CH2:10]2. The yield is 0.321. The catalyst is O.C(OCC)C.CN(C)C=O. The reactants are [C:1]12([CH2:11][CH2:12][N:13]([CH2:26][CH2:27][NH:28][CH3:29])[C:14]([NH:16][CH2:17][CH2:18][CH2:19][C:20]3[CH:25]=[CH:24][N:23]=[CH:22][CH:21]=3)=[O:15])[CH2:10][CH:5]3[CH2:6][CH:7]([CH2:9][CH:3]([CH2:4]3)[CH2:2]1)[CH2:8]2.C(=O)([O-])[O-].[K+].[K+].[I-].[Na+].[CH3:38][O:39][CH2:40][CH2:41]Cl. (2) The yield is 0.460. The product is [CH2:1]([NH:8][C:19]1[C:18]2[C:13](=[CH:14][CH:15]=[C:16]([O:21][CH3:22])[N:17]=2)[N:12]=[CH:11][C:10]=1[Br:9])[C:2]1[CH:7]=[CH:6][CH:5]=[CH:4][CH:3]=1. The reactants are [CH2:1]([NH2:8])[C:2]1[CH:7]=[CH:6][CH:5]=[CH:4][CH:3]=1.[Br:9][C:10]1[C:19](Br)=[C:18]2[C:13]([CH:14]=[CH:15][C:16]([O:21][CH3:22])=[N:17]2)=[N:12][CH:11]=1.C(=O)([O-])[O-].[K+].[K+].C(OCC)(=O)C. The catalyst is CN(C)C=O.